This data is from Forward reaction prediction with 1.9M reactions from USPTO patents (1976-2016). The task is: Predict the product of the given reaction. (1) Given the reactants [Si:1]([N:8]1[C:11](=[O:12])[CH2:10][C@H:9]1[C:13]([O:15]CC1C=CC=CC=1)=[O:14])([C:4]([CH3:7])([CH3:6])[CH3:5])([CH3:3])[CH3:2], predict the reaction product. The product is: [Si:1]([N:8]1[C:11](=[O:12])[CH2:10][C@H:9]1[C:13]([OH:15])=[O:14])([C:4]([CH3:7])([CH3:6])[CH3:5])([CH3:3])[CH3:2]. (2) Given the reactants [CH3:1][C:2]1[C:3](=[O:25])[NH:4][C:5](=[O:24])[N:6]([C@H:8]2[CH2:17][O:16][C@H:15]3[C@@H:10]([O:11]C(C4C=CC=CC=4)[O:13][CH2:14]3)[CH2:9]2)[CH:7]=1.Cl, predict the reaction product. The product is: [OH:11][C@@H:10]1[C@@H:15]([CH2:14][OH:13])[O:16][CH2:17][C@H:8]([N:6]2[CH:7]=[C:2]([CH3:1])[C:3](=[O:25])[NH:4][C:5]2=[O:24])[CH2:9]1. (3) The product is: [F:44][C:45]([C:49]1[N:32]([CH2:33][CH:34]2[CH2:35][CH2:36][O:37][CH2:38][CH2:39]2)[C:31]2[CH:30]=[CH:29][C:28]([NH:40][C:41](=[O:43])[CH3:42])=[CH:27][C:26]=2[N:25]=1)([F:50])[CH3:46]. Given the reactants CN(C(ON1N=NC2C=CC=NC1=2)=[N+](C)C)C.F[P-](F)(F)(F)(F)F.[NH2:25][C:26]1[CH:27]=[C:28]([NH:40][C:41](=[O:43])[CH3:42])[CH:29]=[CH:30][C:31]=1[NH:32][CH2:33][CH:34]1[CH2:39][CH2:38][O:37][CH2:36][CH2:35]1.[F:44][C:45]([F:50])([CH3:49])[C:46](O)=O.CCN(C(C)C)C(C)C, predict the reaction product. (4) Given the reactants Br[C:2]1[CH:3]=[C:4]([S:8]([NH:11][C:12]2[CH:21]=[CH:20][C:15]([C:16]([O:18][CH3:19])=[O:17])=[C:14]([OH:22])[CH:13]=2)(=[O:10])=[O:9])[CH:5]=[CH:6][CH:7]=1.[OH:23][CH2:24][C:25]1[CH:30]=[CH:29][CH:28]=[CH:27][C:26]=1B(O)O, predict the reaction product. The product is: [OH:22][C:14]1[CH:13]=[C:12]([NH:11][S:8]([C:4]2[CH:3]=[C:2]([C:26]3[CH:27]=[CH:28][CH:29]=[CH:30][C:25]=3[CH2:24][OH:23])[CH:7]=[CH:6][CH:5]=2)(=[O:10])=[O:9])[CH:21]=[CH:20][C:15]=1[C:16]([O:18][CH3:19])=[O:17]. (5) Given the reactants [CH3:1][C:2]1[CH:10]=[CH:9][C:5]([C:6]([OH:8])=O)=[CH:4][C:3]=1[N:11]1[CH:15]=[C:14]([C:16]2[CH:17]=[N:18][C:19]([CH2:22][N:23]3[CH2:28][CH2:27][O:26][CH2:25][CH2:24]3)=[CH:20][CH:21]=2)[N:13]=[N:12]1.[NH2:29][C:30]1[C:31]([O:45][CH3:46])=[C:32]([NH:40][S:41]([CH3:44])(=[O:43])=[O:42])[CH:33]=[C:34]([C:36]([CH3:39])([CH3:38])[CH3:37])[CH:35]=1, predict the reaction product. The product is: [C:36]([C:34]1[CH:33]=[C:32]([NH:40][S:41]([CH3:44])(=[O:43])=[O:42])[C:31]([O:45][CH3:46])=[C:30]([NH:29][C:6](=[O:8])[C:5]2[CH:9]=[CH:10][C:2]([CH3:1])=[C:3]([N:11]3[CH:15]=[C:14]([C:16]4[CH:17]=[N:18][C:19]([CH2:22][N:23]5[CH2:24][CH2:25][O:26][CH2:27][CH2:28]5)=[CH:20][CH:21]=4)[N:13]=[N:12]3)[CH:4]=2)[CH:35]=1)([CH3:39])([CH3:37])[CH3:38]. (6) Given the reactants [S:1]1[C:5]([C:6]2[C:14]3[C:10](=[C:11]([CH3:23])[N:12](COCC[Si](C)(C)C)[N:13]=3)[CH:9]=[C:8](B3OC(C)(C)C(C)(C)O3)[CH:7]=2)=[CH:4][C:3]2[CH:33]=[CH:34][CH:35]=[CH:36][C:2]1=2.B([O-])[O-].C(OC([N:47]1[C:55]2[CH:54]=[N:53][C:52]([N:56]=CN(C)C)=[N:51][C:50]=2[C:49](I)=[CH:48]1)=O)(C)(C)C, predict the reaction product. The product is: [S:1]1[C:5]([C:6]2[CH:7]=[C:8]([C:49]3[C:50]4[N:51]=[C:52]([NH2:56])[N:53]=[CH:54][C:55]=4[NH:47][CH:48]=3)[CH:9]=[C:10]3[C:14]=2[NH:13][N:12]=[C:11]3[CH3:23])=[CH:4][C:3]2[CH:33]=[CH:34][CH:35]=[CH:36][C:2]1=2. (7) Given the reactants FC(F)(F)C(O)=O.[OH:8][C:9]1[CH:38]=[CH:37][C:36]([C:39]2[CH:44]=[CH:43][N:42]=[CH:41][CH:40]=2)=[CH:35][C:10]=1[C:11]([NH:13][C:14]1[CH:26]=[C:25]([C:27]2[CH:32]=[CH:31][CH:30]=[CH:29][C:28]=2[O:33][CH3:34])[CH:24]=[CH:23][C:15]=1[C:16]([O:18]C(C)(C)C)=[O:17])=[O:12], predict the reaction product. The product is: [OH:8][C:9]1[CH:38]=[CH:37][C:36]([C:39]2[CH:40]=[CH:41][N:42]=[CH:43][CH:44]=2)=[CH:35][C:10]=1[C:11]([NH:13][C:14]1[CH:26]=[C:25]([C:27]2[CH:32]=[CH:31][CH:30]=[CH:29][C:28]=2[O:33][CH3:34])[CH:24]=[CH:23][C:15]=1[C:16]([OH:18])=[O:17])=[O:12].